This data is from NCI-60 drug combinations with 297,098 pairs across 59 cell lines. The task is: Regression. Given two drug SMILES strings and cell line genomic features, predict the synergy score measuring deviation from expected non-interaction effect. (1) Drug 1: CS(=O)(=O)C1=CC(=C(C=C1)C(=O)NC2=CC(=C(C=C2)Cl)C3=CC=CC=N3)Cl. Drug 2: C(CC(=O)O)C(=O)CN.Cl. Cell line: OVCAR-4. Synergy scores: CSS=7.67, Synergy_ZIP=-3.59, Synergy_Bliss=-3.61, Synergy_Loewe=-4.46, Synergy_HSA=-3.92. (2) Drug 1: CCC1(CC2CC(C3=C(CCN(C2)C1)C4=CC=CC=C4N3)(C5=C(C=C6C(=C5)C78CCN9C7C(C=CC9)(C(C(C8N6C)(C(=O)OC)O)OC(=O)C)CC)OC)C(=O)OC)O.OS(=O)(=O)O. Drug 2: C1CC(=O)NC(=O)C1N2C(=O)C3=CC=CC=C3C2=O. Cell line: SF-268. Synergy scores: CSS=8.12, Synergy_ZIP=4.71, Synergy_Bliss=8.10, Synergy_Loewe=3.51, Synergy_HSA=5.85. (3) Drug 1: C1CCC(C1)C(CC#N)N2C=C(C=N2)C3=C4C=CNC4=NC=N3. Drug 2: C1=CC=C(C=C1)NC(=O)CCCCCCC(=O)NO. Cell line: A498. Synergy scores: CSS=5.22, Synergy_ZIP=-1.81, Synergy_Bliss=1.48, Synergy_Loewe=-1.35, Synergy_HSA=0.220. (4) Drug 1: CCCS(=O)(=O)NC1=C(C(=C(C=C1)F)C(=O)C2=CNC3=C2C=C(C=N3)C4=CC=C(C=C4)Cl)F. Drug 2: CS(=O)(=O)CCNCC1=CC=C(O1)C2=CC3=C(C=C2)N=CN=C3NC4=CC(=C(C=C4)OCC5=CC(=CC=C5)F)Cl. Cell line: SNB-19. Synergy scores: CSS=-2.23, Synergy_ZIP=1.64, Synergy_Bliss=-0.190, Synergy_Loewe=-4.53, Synergy_HSA=-3.11. (5) Drug 1: C1CCC(CC1)NC(=O)N(CCCl)N=O. Drug 2: CCN(CC)CCCC(C)NC1=C2C=C(C=CC2=NC3=C1C=CC(=C3)Cl)OC. Cell line: HOP-92. Synergy scores: CSS=44.0, Synergy_ZIP=-6.56, Synergy_Bliss=-2.63, Synergy_Loewe=0.439, Synergy_HSA=2.23.